Dataset: Full USPTO retrosynthesis dataset with 1.9M reactions from patents (1976-2016). Task: Predict the reactants needed to synthesize the given product. Given the product [CH2:27]([O:26][C:24]([NH:1][C@H:2]1[CH2:7][CH2:6][N:5]([C:8]([O:10][C:11]([CH3:12])([CH3:13])[CH3:14])=[O:9])[CH2:4][C@H:3]1[O:15][CH2:16][CH3:17])=[O:25])[C:28]1[CH:33]=[CH:32][CH:31]=[CH:30][CH:29]=1, predict the reactants needed to synthesize it. The reactants are: [NH2:1][C@H:2]1[CH2:7][CH2:6][N:5]([C:8]([O:10][C:11]([CH3:14])([CH3:13])[CH3:12])=[O:9])[CH2:4][C@H:3]1[O:15][CH2:16][CH3:17].C(=O)(O)[O-].[Na+].Cl[C:24]([O:26][CH2:27][C:28]1[CH:33]=[CH:32][CH:31]=[CH:30][CH:29]=1)=[O:25].C1COCC1.